Task: Predict the reaction yield, written as a fraction of the theoretical maximum amount of product (1.0 means a 100% yield; for example, 0.34 means a 34% yield).. Dataset: Reaction yield outcomes from USPTO patents with 853,638 reactions The reactants are [Cl:1][C:2]1[C:7]([OH:8])=[CH:6][CH:5]=[C:4]([CH2:9][OH:10])[N:3]=1.C([O-])(O)=O.[Na+].[I:16]I.OS([O-])(=O)=O.[Na+]. The catalyst is O. The product is [Cl:1][C:2]1[C:7]([OH:8])=[C:6]([I:16])[CH:5]=[C:4]([CH2:9][OH:10])[N:3]=1. The yield is 0.620.